This data is from Forward reaction prediction with 1.9M reactions from USPTO patents (1976-2016). The task is: Predict the product of the given reaction. (1) The product is: [Br:8][C:5]1[N:4]=[C:3]([C:9]#[N:10])[C:2]([NH:1][C:13](=[O:14])[O:15][C:16]([CH3:19])([CH3:18])[CH3:17])=[N:7][CH:6]=1. Given the reactants [NH2:1][C:2]1[C:3]([C:9]#[N:10])=[N:4][C:5]([Br:8])=[CH:6][N:7]=1.[H-].[Na+].[C:13](O[C:13]([O:15][C:16]([CH3:19])([CH3:18])[CH3:17])=[O:14])([O:15][C:16]([CH3:19])([CH3:18])[CH3:17])=[O:14].Cl, predict the reaction product. (2) Given the reactants Br[CH2:2][C:3]([C:5]1[CH:10]=[CH:9][C:8]([F:11])=[CH:7][CH:6]=1)=O.Br.[Br:13][C:14]1[S:18][C:17]([NH2:19])=[N:16][CH:15]=1.C(N(C(C)C)C(C)C)C, predict the reaction product. The product is: [Br:13][C:14]1[S:18][C:17]2=[N:19][C:3]([C:5]3[CH:10]=[CH:9][C:8]([F:11])=[CH:7][CH:6]=3)=[CH:2][N:16]2[CH:15]=1. (3) Given the reactants [N:1]([C@H:4]1[C@@H:8]([N:9]=[N+]=[N-])[CH2:7][N:6]([C:12]([O:14][C:15]([CH3:18])([CH3:17])[CH3:16])=[O:13])[CH2:5]1)=[N+]=[N-], predict the reaction product. The product is: [NH2:1][C@H:4]1[C@@H:8]([NH2:9])[CH2:7][N:6]([C:12]([O:14][C:15]([CH3:18])([CH3:17])[CH3:16])=[O:13])[CH2:5]1. (4) Given the reactants [Cl:1][C:2]1[C:3](I)=[CH:4][C:5]([OH:12])=[C:6]([CH:11]=1)[C:7]([O:9][CH3:10])=[O:8].[CH3:14][Si:15]([C:18]#[CH:19])([CH3:17])[CH3:16], predict the reaction product. The product is: [Cl:1][C:2]1[C:3]([C:19]#[C:18][Si:15]([CH3:17])([CH3:16])[CH3:14])=[CH:4][C:5]([OH:12])=[C:6]([CH:11]=1)[C:7]([O:9][CH3:10])=[O:8].